This data is from Full USPTO retrosynthesis dataset with 1.9M reactions from patents (1976-2016). The task is: Predict the reactants needed to synthesize the given product. (1) Given the product [Si:21]([O:28][C:29]1[CH:38]=[CH:37][C:32]2[C:33]([CH2:36][CH2:49][CH:50]3[CH2:55][CH2:54][N:53]([C:56]([O:58][C:59]([CH3:60])([CH3:62])[CH3:61])=[O:57])[CH2:52][CH2:51]3)=[N:34][O:35][C:31]=2[C:30]=1[CH2:39][O:40][Si:41]([C:44]([CH3:47])([CH3:46])[CH3:45])([CH3:42])[CH3:43])([C:24]([CH3:25])([CH3:27])[CH3:26])([CH3:22])[CH3:23], predict the reactants needed to synthesize it. The reactants are: C(NC(C)C)(C)C.C([Li])CCC.C([N-]C(C)C)(C)C.[Li+].[Si:21]([O:28][C:29]1[CH:38]=[CH:37][C:32]2[C:33]([CH3:36])=[N:34][O:35][C:31]=2[C:30]=1[CH2:39][O:40][Si:41]([C:44]([CH3:47])([CH3:46])[CH3:45])([CH3:43])[CH3:42])([C:24]([CH3:27])([CH3:26])[CH3:25])([CH3:23])[CH3:22].I[CH2:49][CH:50]1[CH2:55][CH2:54][N:53]([C:56]([O:58][C:59]([CH3:62])([CH3:61])[CH3:60])=[O:57])[CH2:52][CH2:51]1.[Cl-].[NH4+]. (2) Given the product [Cl:1][C:2]1[C:3]([NH:17][NH2:18])=[N:4][CH:5]=[C:6]([CH:14]=1)[C:7]([O:9][C:10]([CH3:13])([CH3:12])[CH3:11])=[O:8], predict the reactants needed to synthesize it. The reactants are: [Cl:1][C:2]1[C:3](Cl)=[N:4][CH:5]=[C:6]([CH:14]=1)[C:7]([O:9][C:10]([CH3:13])([CH3:12])[CH3:11])=[O:8].O.[NH2:17][NH2:18]. (3) Given the product [CH3:1][O:2][C:3]1[CH:4]=[CH:5][C:6]2[C:10]([O:11][C:12]3[CH:13]=[CH:14][C:15](/[CH:53]=[CH:36]/[C:37]([O:39][CH3:40])=[O:38])=[N:16][CH:17]=3)=[C:9]([C:20]3[CH:25]=[CH:24][C:23]([O:26][CH3:27])=[CH:22][CH:21]=3)[S:8][C:7]=2[CH:28]=1, predict the reactants needed to synthesize it. The reactants are: [CH3:1][O:2][C:3]1[CH:4]=[CH:5][C:6]2[C:10]([O:11][C:12]3[CH:13]=[CH:14][C:15](C=O)=[N:16][CH:17]=3)=[C:9]([C:20]3[CH:25]=[CH:24][C:23]([O:26][CH3:27])=[CH:22][CH:21]=3)[S:8][C:7]=2[CH:28]=1.C1(P(C2C=CC=CC=2)(C2C=CC=CC=2)=[CH:36][C:37]([O:39][CH3:40])=[O:38])C=CC=CC=1.[CH2:53](Cl)Cl. (4) Given the product [Br:1][C:2]1[N:7]=[C:6]([C@@H:8]2[C@@H:9]([C:10]3[CH:11]=[CH:12][CH:13]=[CH:14][CH:15]=3)[O:24][C:18](=[O:19])[NH:17]2)[CH:5]=[CH:4][CH:3]=1, predict the reactants needed to synthesize it. The reactants are: [Br:1][C:2]1[N:7]=[C:6]([C@@H:8]([NH:17][C:18](=[O:24])[O:19]C(C)(C)C)[C@H:9](O)[C:10]2[CH:15]=[CH:14][CH:13]=[CH:12][CH:11]=2)[CH:5]=[CH:4][CH:3]=1.C(N1C=CN=C1)(N1C=CN=C1)=O. (5) Given the product [CH2:25]([CH:4]([CH2:1][CH2:2][CH3:3])[C:5]([NH:7][C:8]1[CH:9]=[C:10]([CH2:14][CH2:15][CH2:16][NH:17][C:18](=[O:24])[O:19][C:20]([CH3:23])([CH3:22])[CH3:21])[CH:11]=[CH:12][CH:13]=1)=[O:6])[CH2:26][CH3:27], predict the reactants needed to synthesize it. The reactants are: [CH2:1]([CH:4]([CH2:25][CH2:26][CH3:27])[C:5]([NH:7][C:8]1[CH:9]=[C:10](/[CH:14]=[CH:15]/[CH2:16][NH:17][C:18](=[O:24])[O:19][C:20]([CH3:23])([CH3:22])[CH3:21])[CH:11]=[CH:12][CH:13]=1)=[O:6])[CH2:2][CH3:3]. (6) Given the product [O:1]1[CH:6]([C:7]([N:30]2[CH2:31][CH2:32][N:27]([C:22]3[CH:33]=[CH:24][CH:25]=[CH:26][C:21]=3[CH2:20][O:19][CH3:18])[CH2:28][CH2:29]2)=[O:9])[CH2:5][S:4][C:3]2[CH:10]=[CH:11][CH:12]=[CH:13][C:2]1=2, predict the reactants needed to synthesize it. The reactants are: [O:1]1[CH:6]([C:7]([OH:9])=O)[CH2:5][S:4][C:3]2[CH:10]=[CH:11][CH:12]=[CH:13][C:2]1=2.S(Cl)(Cl)=O.[CH3:18][O:19][CH2:20][C:21]1[C:22]([N:27]2[CH2:32][CH2:31][NH:30][CH2:29][CH2:28]2)=N[CH:24]=[CH:25][CH:26]=1.[CH2:33](N(CC)CC)C. (7) Given the product [C:12]([C:5]1[S:6][C:7]([C:8]([O:10][CH3:11])=[O:9])=[C:3]([CH2:2][NH:40][C:26]2[CH:27]=[CH:28][CH:29]=[C:30]([B:31]3[O:35][C:34]([CH3:37])([CH3:36])[C:33]([CH3:38])([CH3:39])[O:32]3)[C:25]=2[CH2:24][O:23][Si:16]([C:19]([CH3:22])([CH3:21])[CH3:20])([CH3:18])[CH3:17])[N:4]=1)([CH3:15])([CH3:14])[CH3:13], predict the reactants needed to synthesize it. The reactants are: Br[CH2:2][C:3]1[N:4]=[C:5]([C:12]([CH3:15])([CH3:14])[CH3:13])[S:6][C:7]=1[C:8]([O:10][CH3:11])=[O:9].[Si:16]([O:23][CH2:24][C:25]1[C:30]([B:31]2[O:35][C:34]([CH3:37])([CH3:36])[C:33]([CH3:39])([CH3:38])[O:32]2)=[CH:29][CH:28]=[CH:27][C:26]=1[NH2:40])([C:19]([CH3:22])([CH3:21])[CH3:20])([CH3:18])[CH3:17].C(=O)([O-])[O-].[Cs+].[Cs+].